Dataset: NCI-60 drug combinations with 297,098 pairs across 59 cell lines. Task: Regression. Given two drug SMILES strings and cell line genomic features, predict the synergy score measuring deviation from expected non-interaction effect. (1) Drug 1: CCCCC(=O)OCC(=O)C1(CC(C2=C(C1)C(=C3C(=C2O)C(=O)C4=C(C3=O)C=CC=C4OC)O)OC5CC(C(C(O5)C)O)NC(=O)C(F)(F)F)O. Drug 2: C1=NC2=C(N=C(N=C2N1C3C(C(C(O3)CO)O)F)Cl)N. Cell line: MDA-MB-435. Synergy scores: CSS=10.8, Synergy_ZIP=-10.6, Synergy_Bliss=-10.8, Synergy_Loewe=-17.9, Synergy_HSA=-12.4. (2) Drug 1: CC(C)NC(=O)C1=CC=C(C=C1)CNNC.Cl. Drug 2: CCC1(C2=C(COC1=O)C(=O)N3CC4=CC5=C(C=CC(=C5CN(C)C)O)N=C4C3=C2)O.Cl. Cell line: MCF7. Synergy scores: CSS=11.5, Synergy_ZIP=-5.61, Synergy_Bliss=-0.510, Synergy_Loewe=-15.3, Synergy_HSA=-0.702. (3) Drug 1: CCCS(=O)(=O)NC1=C(C(=C(C=C1)F)C(=O)C2=CNC3=C2C=C(C=N3)C4=CC=C(C=C4)Cl)F. Drug 2: C(=O)(N)NO. Cell line: NCI-H226. Synergy scores: CSS=4.13, Synergy_ZIP=-1.58, Synergy_Bliss=-3.56, Synergy_Loewe=-4.66, Synergy_HSA=-4.84.